From a dataset of Forward reaction prediction with 1.9M reactions from USPTO patents (1976-2016). Predict the product of the given reaction. (1) Given the reactants [ClH:1].[N:2]12[CH2:9][CH2:8][CH:5]([CH2:6][CH2:7]1)[C@H:4]([NH:10][C:11]([C:13]1[S:14][C:15]3[CH:21]=[CH:20][C:19]([N+:22]([O-])=O)=[CH:18][C:16]=3[CH:17]=1)=[O:12])[CH2:3]2.C(O)(=O)C, predict the reaction product. The product is: [ClH:1].[ClH:1].[N:2]12[CH2:7][CH2:6][CH:5]([CH2:8][CH2:9]1)[C@H:4]([NH:10][C:11]([C:13]1[S:14][C:15]3[CH:21]=[CH:20][C:19]([NH2:22])=[CH:18][C:16]=3[CH:17]=1)=[O:12])[CH2:3]2. (2) Given the reactants O.[OH-].[Li+].C[O:5][C:6](=[O:28])[C:7]1[CH:12]=[CH:11][C:10]([O:13][CH2:14][C:15]2[N:16]([CH3:27])[N:17]=[N:18][C:19]=2[C:20]2[CH:25]=[CH:24][C:23]([F:26])=[CH:22][CH:21]=2)=[N:9][CH:8]=1, predict the reaction product. The product is: [F:26][C:23]1[CH:24]=[CH:25][C:20]([C:19]2[N:18]=[N:17][N:16]([CH3:27])[C:15]=2[CH2:14][O:13][C:10]2[CH:11]=[CH:12][C:7]([C:6]([OH:28])=[O:5])=[CH:8][N:9]=2)=[CH:21][CH:22]=1. (3) Given the reactants [CH3:1][O:2][C:3]1[C:8]([CH3:9])=[CH:7][C:6]([C:10]2[N:14](C)[N:13]=[C:12]([C:16]([F:19])([F:18])[F:17])[CH:11]=2)=[C:5]([CH3:20])[CH:4]=1.Cl.O1CCC[CH2:23]1, predict the reaction product. The product is: [CH3:1][O:2][C:3]1[C:8]([CH3:9])=[CH:7][C:6]([C:10]2[CH:11]=[C:12]([C:16]([F:19])([F:18])[F:17])[N:13]([CH3:23])[N:14]=2)=[C:5]([CH3:20])[CH:4]=1. (4) Given the reactants [NH2:1][C@@H:2]([C:6]1[CH:11]=[CH:10][C:9]([OH:12])=[CH:8][CH:7]=1)[C:3]([OH:5])=[O:4].CCN(CC)CC.[C:20](O[C:20]([O:22][C:23]([CH3:26])([CH3:25])[CH3:24])=[O:21])([O:22][C:23]([CH3:26])([CH3:25])[CH3:24])=[O:21], predict the reaction product. The product is: [C:23]([O:22][C:20]([NH:1][C@@H:2]([C:6]1[CH:11]=[CH:10][C:9]([OH:12])=[CH:8][CH:7]=1)[C:3]([OH:5])=[O:4])=[O:21])([CH3:26])([CH3:25])[CH3:24]. (5) Given the reactants [Cl:1][C:2]1[CH:7]=[C:6]([CH3:8])[CH:5]=[CH:4][C:3]=1[NH:9][C:10](=[O:34])[CH2:11][C@@H:12]([C:17]1[C:21]([CH:22]2[CH2:24][CH2:23]2)=[C:20]([C:25]2[S:29][C:28]([CH2:30][CH:31]([CH3:33])[CH3:32])=[N:27][CH:26]=2)[O:19][N:18]=1)[CH2:13][CH2:14][CH2:15][OH:16].P([O-])([O-])([O-])=[O:36].Cl([O-])=O.[Na+].Cl[O-].[Na+].S([O-])([O-])=O.[Na+].[Na+], predict the reaction product. The product is: [Cl:1][C:2]1[CH:7]=[C:6]([CH3:8])[CH:5]=[CH:4][C:3]=1[NH:9][C:10]([CH2:11][C@@H:12]([C:17]1[C:21]([CH:22]2[CH2:23][CH2:24]2)=[C:20]([C:25]2[S:29][C:28]([CH2:30][CH:31]([CH3:32])[CH3:33])=[N:27][CH:26]=2)[O:19][N:18]=1)[CH2:13][CH2:14][C:15]([OH:36])=[O:16])=[O:34]. (6) Given the reactants Cl[C:2]1[C:11]2[C:6](=[CH:7][C:8]([O:14][CH3:15])=[C:9]([O:12][CH3:13])[CH:10]=2)[N:5]=[CH:4][N:3]=1.[NH2:16][C:17]1[CH:21]=[C:20]([C:22]([CH3:25])([CH3:24])[CH3:23])[Se:19][C:18]=1[C:26]([NH2:28])=[O:27].[OH-].[Na+].[K+].[Br-], predict the reaction product. The product is: [CH3:13][O:12][C:9]1[CH:10]=[C:11]2[C:6](=[CH:7][C:8]=1[O:14][CH3:15])[N:5]=[CH:4][N:3]=[C:2]2[NH:16][C:17]1[CH:21]=[C:20]([C:22]([CH3:25])([CH3:23])[CH3:24])[Se:19][C:18]=1[C:26]([NH2:28])=[O:27].